Dataset: Full USPTO retrosynthesis dataset with 1.9M reactions from patents (1976-2016). Task: Predict the reactants needed to synthesize the given product. (1) Given the product [NH2:1][C:2]1[N:3]=[C:4]([NH:24][CH2:17][C:18]2[CH:23]=[CH:22][CH:21]=[CH:20][CH:19]=2)[C:5]([C:13]#[N:14])=[C:6]([C:8]2[O:9][CH:10]=[CH:11][CH:12]=2)[N:7]=1, predict the reactants needed to synthesize it. The reactants are: [NH2:1][C:2]1[N:7]=[C:6]([C:8]2[O:9][CH:10]=[CH:11][CH:12]=2)[C:5]([C:13]#[N:14])=[C:4](SC)[N:3]=1.[CH2:17]([NH2:24])[C:18]1[CH:23]=[CH:22][CH:21]=[CH:20][CH:19]=1. (2) Given the product [CH:1]1([C:7]2[C:8]3[CH:24]=[CH:23][C:22]([C:25]([NH:27][C@@H:28]([CH2:33][C:34]4[CH:35]=[CH:36][C:37]([OH:40])=[CH:38][CH:39]=4)[C:29]([OH:31])=[O:30])=[O:26])=[CH:21][C:9]=3[N:10]3[C:16]=2[C:15]2[CH:17]=[CH:18][CH:19]=[CH:20][C:14]=2[O:13][CH2:12][CH2:11]3)[CH2:6][CH2:5][CH2:4][CH2:3][CH2:2]1, predict the reactants needed to synthesize it. The reactants are: [CH:1]1([C:7]2[C:8]3[CH:24]=[CH:23][C:22]([C:25]([NH:27][C@@H:28]([CH2:33][C:34]4[CH:39]=[CH:38][C:37]([OH:40])=[CH:36][CH:35]=4)[C:29]([O:31]C)=[O:30])=[O:26])=[CH:21][C:9]=3[N:10]3[C:16]=2[C:15]2[CH:17]=[CH:18][CH:19]=[CH:20][C:14]=2[O:13][CH2:12][CH2:11]3)[CH2:6][CH2:5][CH2:4][CH2:3][CH2:2]1.[OH-].[Na+].Cl. (3) The reactants are: C([O:3][C:4](=[O:32])[CH2:5][C:6]1[CH:11]=[CH:10][C:9]([NH:12][C:13]([C:15]2[CH:20]=[C:19]([O:21][CH2:22][C:23]3[CH:28]=[CH:27][CH:26]=[C:25]([Cl:29])[CH:24]=3)[CH:18]=[CH:17][C:16]=2[CH3:30])=[O:14])=[C:8]([CH3:31])[CH:7]=1)C.Cl. Given the product [Cl:29][C:25]1[CH:24]=[C:23]([CH2:22][O:21][C:19]2[CH:18]=[CH:17][C:16]([CH3:30])=[C:15]([C:13]([NH:12][C:9]3[CH:10]=[CH:11][C:6]([CH2:5][C:4]([OH:32])=[O:3])=[CH:7][C:8]=3[CH3:31])=[O:14])[CH:20]=2)[CH:28]=[CH:27][CH:26]=1, predict the reactants needed to synthesize it.